This data is from NCI-60 drug combinations with 297,098 pairs across 59 cell lines. The task is: Regression. Given two drug SMILES strings and cell line genomic features, predict the synergy score measuring deviation from expected non-interaction effect. (1) Drug 1: C(=O)(N)NO. Drug 2: CC(C)CN1C=NC2=C1C3=CC=CC=C3N=C2N. Cell line: OVCAR-5. Synergy scores: CSS=4.10, Synergy_ZIP=-2.10, Synergy_Bliss=1.64, Synergy_Loewe=1.73, Synergy_HSA=1.77. (2) Drug 1: CS(=O)(=O)C1=CC(=C(C=C1)C(=O)NC2=CC(=C(C=C2)Cl)C3=CC=CC=N3)Cl. Synergy scores: CSS=42.3, Synergy_ZIP=3.93, Synergy_Bliss=5.13, Synergy_Loewe=7.03, Synergy_HSA=8.12. Cell line: HCT-15. Drug 2: CC1C(C(CC(O1)OC2CC(CC3=C2C(=C4C(=C3O)C(=O)C5=C(C4=O)C(=CC=C5)OC)O)(C(=O)CO)O)N)O.Cl.